This data is from Catalyst prediction with 721,799 reactions and 888 catalyst types from USPTO. The task is: Predict which catalyst facilitates the given reaction. Reactant: [N+:1]([C:4]1[CH:5]=[C:6]2[C:10](=[CH:11][CH:12]=1)[NH:9][CH:8]=[CH:7]2)([O-:3])=[O:2].N1CCCC1.[CH2:18]([N:25]1[CH2:30][CH2:29][C:28](=O)[CH2:27][CH2:26]1)[C:19]1[CH:24]=[CH:23][CH:22]=[CH:21][CH:20]=1. Product: [CH2:18]([N:25]1[CH2:26][CH:27]=[C:28]([C:7]2[C:6]3[C:10](=[CH:11][CH:12]=[C:4]([N+:1]([O-:3])=[O:2])[CH:5]=3)[NH:9][CH:8]=2)[CH2:29][CH2:30]1)[C:19]1[CH:24]=[CH:23][CH:22]=[CH:21][CH:20]=1. The catalyst class is: 8.